From a dataset of Forward reaction prediction with 1.9M reactions from USPTO patents (1976-2016). Predict the product of the given reaction. Given the reactants Cl[C:2]1[C:11]2[C:6](=[CH:7][C:8]([O:14][CH2:15][CH2:16][CH2:17][N:18]3[CH2:22][CH2:21][CH2:20][CH2:19]3)=[C:9]([O:12][CH3:13])[CH:10]=2)[N:5]=[CH:4][N:3]=1.[OH:23][C:24]1[CH:33]=[C:32]2[C:27]([C:28](=[O:35])[CH:29]=[C:30]([CH3:34])[O:31]2)=[CH:26][CH:25]=1, predict the reaction product. The product is: [CH3:13][O:12][C:9]1[CH:10]=[C:11]2[C:6](=[CH:7][C:8]=1[O:14][CH2:15][CH2:16][CH2:17][N:18]1[CH2:22][CH2:21][CH2:20][CH2:19]1)[N:5]=[CH:4][N:3]=[C:2]2[O:23][C:24]1[CH:33]=[C:32]2[C:27]([C:28](=[O:35])[CH:29]=[C:30]([CH3:34])[O:31]2)=[CH:26][CH:25]=1.